The task is: Predict the reaction yield, written as a fraction of the theoretical maximum amount of product (1.0 means a 100% yield; for example, 0.34 means a 34% yield).. This data is from Reaction yield outcomes from USPTO patents with 853,638 reactions. (1) The reactants are [I:1]N1C(=O)CCC1=O.[F:9][C:10]1[CH:34]=[CH:33][C:13]([C:14]([N:16]2[CH2:21][CH2:20][N:19]3[N:22]=[C:23]([CH2:25][O:26][C:27]4[CH:32]=[CH:31][CH:30]=[CH:29][CH:28]=4)[CH:24]=[C:18]3[CH2:17]2)=[O:15])=[CH:12][CH:11]=1. The catalyst is C(Cl)(Cl)Cl. The product is [F:9][C:10]1[CH:11]=[CH:12][C:13]([C:14]([N:16]2[CH2:21][CH2:20][N:19]3[N:22]=[C:23]([CH2:25][O:26][C:27]4[CH:32]=[CH:31][CH:30]=[CH:29][CH:28]=4)[C:24]([I:1])=[C:18]3[CH2:17]2)=[O:15])=[CH:33][CH:34]=1. The yield is 0.960. (2) The reactants are [CH3:1][S:2][CH2:3][CH2:4][NH:5][C:6](=[O:12])[O:7][C:8]([CH3:11])([CH3:10])[CH3:9].C1C=C(Cl)C=C(C(OO)=[O:21])C=1.[OH2:24].C(=O)(O)[O-].[Na+]. The catalyst is O1CCCC1.C(OCC)(=O)C. The product is [CH3:1][S:2]([CH2:3][CH2:4][NH:5][C:6](=[O:12])[O:7][C:8]([CH3:9])([CH3:11])[CH3:10])(=[O:21])=[O:24]. The yield is 0.387. (3) The reactants are [CH2:1]([C@H:8]1[CH2:12][O:11][C:10](=[O:13])[N:9]1[C:14](=[O:23])[CH2:15][C:16]1[CH:21]=[CH:20][C:19]([F:22])=[CH:18][CH:17]=1)[C:2]1[CH:7]=[CH:6][CH:5]=[CH:4][CH:3]=1.IC.[CH3:26][Si]([N-][Si](C)(C)C)(C)C.[Na+]. The catalyst is C1COCC1. The product is [CH2:1]([C@H:8]1[CH2:12][O:11][C:10](=[O:13])[N:9]1[C:14](=[O:23])[C@H:15]([C:16]1[CH:17]=[CH:18][C:19]([F:22])=[CH:20][CH:21]=1)[CH3:26])[C:2]1[CH:7]=[CH:6][CH:5]=[CH:4][CH:3]=1. The yield is 0.490.